This data is from Forward reaction prediction with 1.9M reactions from USPTO patents (1976-2016). The task is: Predict the product of the given reaction. (1) Given the reactants CC1(C)[O:6][C@@H:5]([CH2:7][O:8][C:9]2[CH:14]=[CH:13][CH:12]=[CH:11][C:10]=2[C:15]2[CH:16]=[CH:17][C:18]3[N:19]([C:21]([C:25]([OH:27])=O)=[C:22]([CH3:24])[N:23]=3)[N:20]=2)[CH2:4][O:3]1.[NH2:29][C:30]1[CH:35]=[CH:34][CH:33]=[CH:32][N:31]=1.CN(C(ON1N=NC2C=CC=NC1=2)=[N+](C)C)C.F[P-](F)(F)(F)(F)F.CCN(C(C)C)C(C)C.Cl, predict the reaction product. The product is: [OH:6][C@H:5]([CH2:4][OH:3])[CH2:7][O:8][C:9]1[CH:14]=[CH:13][CH:12]=[CH:11][C:10]=1[C:15]1[CH:16]=[CH:17][C:18]2[N:19]([C:21]([C:25]([NH:29][C:30]3[CH:35]=[CH:34][CH:33]=[CH:32][N:31]=3)=[O:27])=[C:22]([CH3:24])[N:23]=2)[N:20]=1. (2) Given the reactants [CH3:1][C@H:2]1[O:7][C@@H:6]([CH3:8])[CH2:5][N:4]([C:9]2[C:16]([F:17])=[C:15]([F:18])[C:14]([C:19]#[CH:20])=[CH:13][C:10]=2[CH:11]=[O:12])[CH2:3]1.Br[C:22]1[CH:23]=[N:24][CH:25]=[CH:26][CH:27]=1, predict the reaction product. The product is: [CH3:1][C@H:2]1[O:7][C@@H:6]([CH3:8])[CH2:5][N:4]([C:9]2[C:16]([F:17])=[C:15]([F:18])[C:14]([C:19]#[C:20][C:22]3[CH:23]=[N:24][CH:25]=[CH:26][CH:27]=3)=[CH:13][C:10]=2[CH:11]=[O:12])[CH2:3]1. (3) Given the reactants [CH:1]12[CH2:10][CH:5]3[CH2:6][CH:7]([CH2:9][CH:3]([CH2:4]3)[CH:2]1[NH:11][C:12]([C:14]1[CH:15]=[N:16][N:17]([C:20]3[CH:25]=[CH:24][CH:23]=[CH:22][CH:21]=3)[C:18]=1Cl)=[O:13])[CH2:8]2.[NH:26]1[CH2:31][CH2:30][O:29][CH2:28][CH2:27]1, predict the reaction product. The product is: [CH:1]12[CH2:10][CH:5]3[CH2:6][CH:7]([CH2:9][CH:3]([CH2:4]3)[CH:2]1[NH:11][C:12]([C:14]1[CH:15]=[N:16][N:17]([C:20]3[CH:25]=[CH:24][CH:23]=[CH:22][CH:21]=3)[C:18]=1[N:26]1[CH2:31][CH2:30][O:29][CH2:28][CH2:27]1)=[O:13])[CH2:8]2. (4) Given the reactants [NH2:1][C:2]1[C:11]2[CH:10]=[CH:9][CH:8]=[C:7](Br)[C:6]=2[N:5]=[C:4]2[CH2:13][N:14]([CH:17]3[CH2:20][CH2:19][CH2:18]3)[C:15](=[O:16])[C:3]=12.[CH3:21][C:22]1[CH:27]=[CH:26][N:25]=[CH:24][C:23]=1B(O)O, predict the reaction product. The product is: [NH2:1][C:2]1[C:11]2[CH:10]=[CH:9][CH:8]=[C:7]([C:23]3[CH:24]=[N:25][CH:26]=[CH:27][C:22]=3[CH3:21])[C:6]=2[N:5]=[C:4]2[CH2:13][N:14]([CH:17]3[CH2:20][CH2:19][CH2:18]3)[C:15](=[O:16])[C:3]=12. (5) Given the reactants Br.Cl[C:3]1[CH:4]=[C:5]([CH3:13])[C:6]2[N:7]([C:9]([NH2:12])=[N:10][N:11]=2)[N:8]=1.[O-:14][CH2:15][CH3:16].[Na+], predict the reaction product. The product is: [CH2:15]([O:14][C:3]1[CH:4]=[C:5]([CH3:13])[C:6]2[N:7]([C:9]([NH2:12])=[N:10][N:11]=2)[N:8]=1)[CH3:16]. (6) Given the reactants CC(C)([O-])C.[K+].[CH3:7][C:8]1[N:9]([C:14]2[CH:18]=[CH:17][N:16]([CH2:19][CH2:20][OH:21])[N:15]=2)[C:10]([CH3:13])=[CH:11][CH:12]=1.F[C:23]1[CH:28]=[CH:27][C:26]([N+:29]([O-:31])=[O:30])=[CH:25][CH:24]=1.C(OCC)(=O)C, predict the reaction product. The product is: [CH3:7][C:8]1[N:9]([C:14]2[CH:18]=[CH:17][N:16]([CH2:19][CH2:20][O:21][C:23]3[CH:28]=[CH:27][C:26]([N+:29]([O-:31])=[O:30])=[CH:25][CH:24]=3)[N:15]=2)[C:10]([CH3:13])=[CH:11][CH:12]=1. (7) Given the reactants [NH2:1][CH2:2][CH2:3][NH:4][C:5](=[O:11])[O:6][C:7]([CH3:10])([CH3:9])[CH3:8].CCN(C(C)C)C(C)C.[Cl:21][CH2:22][C:23](Cl)=[O:24], predict the reaction product. The product is: [Cl:21][CH2:22][C:23]([NH:1][CH2:2][CH2:3][NH:4][C:5](=[O:11])[O:6][C:7]([CH3:8])([CH3:10])[CH3:9])=[O:24].